From a dataset of Catalyst prediction with 721,799 reactions and 888 catalyst types from USPTO. Predict which catalyst facilitates the given reaction. (1) Reactant: [CH3:1][O:2][C:3]1[CH:4]=[C:5]2[C:10](=[CH:11][CH:12]=1)[C:9]([C:13]#N)=[N:8][C:7]([C:15]#[N:16])=[C:6]2[C:17]1[CH:22]=[CH:21][CH:20]=[CH:19][CH:18]=1.[OH-:23].[Na+].Cl.[OH2:26]. Product: [C:15]([C:7]1[N:8]=[C:9]([C:13]([OH:26])=[O:23])[C:10]2[C:5]([C:6]=1[C:17]1[CH:18]=[CH:19][CH:20]=[CH:21][CH:22]=1)=[CH:4][C:3]([O:2][CH3:1])=[CH:12][CH:11]=2)#[N:16]. The catalyst class is: 14. (2) Reactant: [H-].[Na+].[N+]([C:6]1[CH:11]=C[C:9]([O:12][C:13]([N:15]2[CH2:20][CH2:19][CH:18]([N:21]3[C:25]4=[N:26][CH:27]=[N:28][C:29]([O:30][C:31]5[C:32]([CH3:37])=[N:33][CH:34]=[CH:35][CH:36]=5)=[C:24]4[CH:23]=[N:22]3)[CH2:17][CH2:16]2)=[O:14])=[CH:8][CH:7]=1)([O-])=O.C1(O)CCCC1.O. Product: [CH:9]1([O:12][C:13]([N:15]2[CH2:16][CH2:17][CH:18]([N:21]3[C:25]4=[N:26][CH:27]=[N:28][C:29]([O:30][C:31]5[C:32]([CH3:37])=[N:33][CH:34]=[CH:35][CH:36]=5)=[C:24]4[CH:23]=[N:22]3)[CH2:19][CH2:20]2)=[O:14])[CH2:8][CH2:7][CH2:6][CH2:11]1. The catalyst class is: 7.